This data is from Forward reaction prediction with 1.9M reactions from USPTO patents (1976-2016). The task is: Predict the product of the given reaction. (1) Given the reactants [CH3:1][O:2][C:3]1[CH:4]=[C:5]([CH:9]=[CH:10][C:11]=1[O:12][CH3:13])[C:6](Cl)=[O:7].[C:14](#[N:16])C.[C-]#N, predict the reaction product. The product is: [CH3:1][O:2][C:3]1[CH:4]=[C:5]([CH:9]=[CH:10][C:11]=1[O:12][CH3:13])[C:6]([C:14]#[N:16])=[O:7]. (2) The product is: [Cl:1][C:2]1[CH:3]=[CH:4][C:5]([C:8]2[N:13]=[C:12]([C:14]([O:30][C:26]([CH3:29])([CH3:28])[CH3:27])=[O:18])[C:11]([C:16]([OH:17])=[O:15])=[N:10][C:9]=2[C:19]2[CH:24]=[CH:23][C:22]([Cl:25])=[CH:21][CH:20]=2)=[CH:6][CH:7]=1. Given the reactants [Cl:1][C:2]1[CH:7]=[CH:6][C:5]([C:8]2[N:13]=[C:12]3[C:14](=[O:18])[O:15][C:16](=[O:17])[C:11]3=[N:10][C:9]=2[C:19]2[CH:24]=[CH:23][C:22]([Cl:25])=[CH:21][CH:20]=2)=[CH:4][CH:3]=1.[C:26]([OH:30])([CH3:29])([CH3:28])[CH3:27], predict the reaction product. (3) Given the reactants [CH3:1][N:2]([CH3:11])[C:3]1[CH:8]=[CH:7][N:6]=[C:5]([CH2:9]O)[CH:4]=1.S(Cl)([Cl:14])=O.O, predict the reaction product. The product is: [Cl:14][CH2:9][C:5]1[CH:4]=[C:3]([N:2]([CH3:11])[CH3:1])[CH:8]=[CH:7][N:6]=1. (4) Given the reactants [NH2:1][C:2]1[CH:24]=[CH:23][C:5]([C:6]2[O:7][C:8]3[C:13]([C:14](=[O:16])[CH:15]=2)=[C:12]([O:17][CH3:18])[C:11]([O:19][CH3:20])=[C:10]([O:21][CH3:22])[CH:9]=3)=[CH:4][CH:3]=1.Br[CH2:26][C:27]([O:29][CH2:30][CH3:31])=[O:28].C(=O)([O-])[O-].[K+].[K+], predict the reaction product. The product is: [C:27]([CH2:26][NH:1][C:2]1[CH:3]=[CH:4][C:5]([C:6]2[O:7][C:8]3[C:13]([C:14](=[O:16])[CH:15]=2)=[C:12]([O:17][CH3:18])[C:11]([O:19][CH3:20])=[C:10]([O:21][CH3:22])[CH:9]=3)=[CH:23][CH:24]=1)([O:29][CH2:30][CH3:31])=[O:28]. (5) Given the reactants [CH3:1][N:2]1[C:7]([CH3:9])([CH3:8])[CH2:6][CH:5]([O:10][C:11]2[CH:12]=[CH:13][C:14]([C:17]([OH:19])=O)=[N:15][CH:16]=2)[CH2:4][C:3]1([CH3:21])[CH3:20].ClC(OCC)=O.[NH2:28][C:29]1[CH:34]=[CH:33][C:32]([NH:35][C:36](=[O:42])[O:37][C:38]([CH3:41])([CH3:40])[CH3:39])=[CH:31][CH:30]=1, predict the reaction product. The product is: [CH3:1][N:2]1[C:3]([CH3:20])([CH3:21])[CH2:4][CH:5]([O:10][C:11]2[CH:12]=[CH:13][C:14]([C:17]([NH:28][C:29]3[CH:30]=[CH:31][C:32]([NH:35][C:36](=[O:42])[O:37][C:38]([CH3:40])([CH3:39])[CH3:41])=[CH:33][CH:34]=3)=[O:19])=[N:15][CH:16]=2)[CH2:6][C:7]1([CH3:8])[CH3:9]. (6) Given the reactants [Cl:1][C:2]1[C:3]([CH2:9][CH2:10][NH:11]C(=O)OC(C)(C)C)=[N:4][CH:5]=[C:6]([Cl:8])[CH:7]=1.C(O)(C(F)(F)F)=O, predict the reaction product. The product is: [Cl:1][C:2]1[C:3]([CH2:9][CH2:10][NH2:11])=[N:4][CH:5]=[C:6]([Cl:8])[CH:7]=1. (7) Given the reactants [CH:1]1([CH2:4][N:5]([CH2:7][C:8]2[C:20]3[C:19]4[CH2:18][CH2:17][N:16]([O:21]COCC[Si](C)(C)C)[C:15](=[O:30])[C:14]=4[N:13]=[CH:12][C:11]=3[N:10]([CH2:31][C:32]3[CH:37]=[CH:36][C:35]([F:38])=[CH:34][CH:33]=3)[CH:9]=2)[CH3:6])[CH2:3][CH2:2]1, predict the reaction product. The product is: [CH:1]1([CH2:4][N:5]([CH2:7][C:8]2[C:20]3[C:19]4[CH2:18][CH2:17][N:16]([OH:21])[C:15](=[O:30])[C:14]=4[N:13]=[CH:12][C:11]=3[N:10]([CH2:31][C:32]3[CH:33]=[CH:34][C:35]([F:38])=[CH:36][CH:37]=3)[CH:9]=2)[CH3:6])[CH2:3][CH2:2]1.